The task is: Predict the reactants needed to synthesize the given product.. This data is from Full USPTO retrosynthesis dataset with 1.9M reactions from patents (1976-2016). (1) Given the product [CH2:34]([O:41][N:42]1[C:48](=[O:49])[N:47]2[CH2:50][C@H:43]1[CH2:44][CH2:45][C@H:46]2[C:51]([NH:33][NH:32][C:30](=[O:31])[CH2:29][N:17]([C:15]([O:14][C:10]([CH3:11])([CH3:12])[CH3:13])=[O:16])[CH:18]1[CH2:21][N:20]([C:22]([O:24][C:25]([CH3:26])([CH3:27])[CH3:28])=[O:23])[CH2:19]1)=[O:52])[C:35]1[CH:36]=[CH:37][CH:38]=[CH:39][CH:40]=1, predict the reactants needed to synthesize it. The reactants are: CCN(C(C)C)C(C)C.[C:10]([O:14][C:15]([N:17]([CH2:29][C:30]([NH:32][NH2:33])=[O:31])[CH:18]1[CH2:21][N:20]([C:22]([O:24][C:25]([CH3:28])([CH3:27])[CH3:26])=[O:23])[CH2:19]1)=[O:16])([CH3:13])([CH3:12])[CH3:11].[CH2:34]([O:41][N:42]1[C:48](=[O:49])[N:47]2[CH2:50][C@H:43]1[CH2:44][CH2:45][CH:46]2[C:51](O)=[O:52])[C:35]1[CH:40]=[CH:39][CH:38]=[CH:37][CH:36]=1.CN(C(ON1N=NC2C=CC=NC1=2)=[N+](C)C)C.F[P-](F)(F)(F)(F)F. (2) The reactants are: C(O)(C(F)(F)F)=O.[C:8]([C:11]1([C:14]2[CH:51]=[CH:50][CH:49]=[CH:48][C:15]=2[CH2:16][CH2:17][C:18]2[C:23]([C:24]([F:27])([F:26])[F:25])=[CH:22][N:21]=[C:20]([NH:28][C:29]3[CH:30]=[CH:31][C:32]([CH:35]4[CH2:40][CH2:39][N:38](C(OC(C)(C)C)=O)[CH2:37][CH2:36]4)=[N:33][CH:34]=3)[N:19]=2)[CH2:13][CH2:12]1)(=[O:10])[NH2:9]. Given the product [NH:38]1[CH2:37][CH2:36][CH:35]([C:32]2[N:33]=[CH:34][C:29]([NH:28][C:20]3[N:19]=[C:18]([CH2:17][CH2:16][C:15]4[CH:48]=[CH:49][CH:50]=[CH:51][C:14]=4[C:11]4([C:8]([NH2:9])=[O:10])[CH2:12][CH2:13]4)[C:23]([C:24]([F:26])([F:25])[F:27])=[CH:22][N:21]=3)=[CH:30][CH:31]=2)[CH2:40][CH2:39]1, predict the reactants needed to synthesize it. (3) Given the product [OH:2][C:3]1[CH:4]=[N:5][CH:6]=[C:7]([O:11][CH3:12])[C:8]=1[CH:9]=[O:10], predict the reactants needed to synthesize it. The reactants are: C[O:2][C:3]1[CH:4]=[N:5][CH:6]=[C:7]([O:11][CH2:12]OC)[C:8]=1[CH:9]=[O:10].Cl. (4) Given the product [C:1]([O:5][C:6]([NH:8][CH2:9][CH2:10][C:11]([O:13][CH2:56][CH2:55][O:54][C:51]1[CH:52]=[CH:53][C:48]([C:44]2[C:45]([C:46]#[N:47])=[C:40]([S:39][CH2:38][C:36]3[N:37]=[C:33]([C:30]4[CH:29]=[CH:28][C:27]([Cl:26])=[CH:32][CH:31]=4)[S:34][CH:35]=3)[N:41]=[C:42]([N:22]3[CH2:21][CH2:24][CH2:23]3)[C:43]=2[C:58]#[N:59])=[CH:49][CH:50]=1)=[O:12])=[O:7])([CH3:4])([CH3:2])[CH3:3], predict the reactants needed to synthesize it. The reactants are: [C:1]([O:5][C:6]([NH:8][CH2:9][CH2:10][C:11]([OH:13])=[O:12])=[O:7])([CH3:4])([CH3:3])[CH3:2].Cl.CN(C)CCCN=[C:21]=[N:22][CH2:23][CH3:24].[Cl:26][C:27]1[CH:32]=[CH:31][C:30]([C:33]2[S:34][CH:35]=[C:36]([CH2:38][S:39][C:40]3[C:45]([C:46]#[N:47])=[C:44]([C:48]4[CH:53]=[CH:52][C:51]([O:54][CH2:55][CH2:56]O)=[CH:50][CH:49]=4)[C:43]([C:58]#[N:59])=[CH:42][N:41]=3)[N:37]=2)=[CH:29][CH:28]=1. (5) Given the product [Cl:23][C:20]1[C:13]2[C:14](=[N:15][CH:16]=[CH:17][C:12]=2[C:9]2[S:10][CH:11]=[C:7]([C:2]([CH3:5])([CH3:1])[C:3]#[N:4])[N:8]=2)[NH:18][N:19]=1, predict the reactants needed to synthesize it. The reactants are: [CH3:1][C:2]([C:7]1[N:8]=[C:9]([C:12]2[CH:17]=[CH:16][N:15]=[C:14]3[NH:18][N:19]=[CH:20][C:13]=23)[S:10][CH:11]=1)([CH2:5]C)[C:3]#[N:4].[OH-].[Na+].[Cl:23][O-].[Na+].